From a dataset of Peptide-MHC class I binding affinity with 185,985 pairs from IEDB/IMGT. Regression. Given a peptide amino acid sequence and an MHC pseudo amino acid sequence, predict their binding affinity value. This is MHC class I binding data. (1) The peptide sequence is MMMTACDDGR. The MHC is HLA-A02:01 with pseudo-sequence HLA-A02:01. The binding affinity (normalized) is 0.270. (2) The peptide sequence is IMRMCHEGI. The MHC is H-2-Db with pseudo-sequence H-2-Db. The binding affinity (normalized) is 0.0140. (3) The peptide sequence is VVNYDNSTK. The MHC is HLA-B35:01 with pseudo-sequence HLA-B35:01. The binding affinity (normalized) is 0.0847. (4) The peptide sequence is TEKDSPVNI. The MHC is HLA-B44:02 with pseudo-sequence HLA-B44:02. The binding affinity (normalized) is 0.411. (5) The peptide sequence is QPRAPIRPI. The MHC is HLA-B57:01 with pseudo-sequence HLA-B57:01. The binding affinity (normalized) is 0.108. (6) The peptide sequence is FHKKRVEPL. The MHC is HLA-A02:06 with pseudo-sequence HLA-A02:06. The binding affinity (normalized) is 0.0847.